Task: Predict the product of the given reaction.. Dataset: Forward reaction prediction with 1.9M reactions from USPTO patents (1976-2016) (1) Given the reactants Cl.[NH:2]1[CH:6]=[CH:5][CH:4]=[C:3]1[C:7]1[O:11][N:10]=[C:9]([CH:12]2[CH2:17][CH2:16][CH2:15][NH:14][CH2:13]2)[N:8]=1.C(N(CC)CC)C.[F:25][C:26]1[CH:27]=[C:28]([CH:32]=[CH:33][C:34]=1[F:35])[C:29](Cl)=[O:30].O, predict the reaction product. The product is: [F:25][C:26]1[CH:27]=[C:28]([C:29]([N:14]2[CH2:15][CH2:16][CH2:17][CH:12]([C:9]3[N:8]=[C:7]([C:3]4[NH:2][CH:6]=[CH:5][CH:4]=4)[O:11][N:10]=3)[CH2:13]2)=[O:30])[CH:32]=[CH:33][C:34]=1[F:35]. (2) Given the reactants Br[C:2]1[CH:7]=[CH:6][C:5]([C:8]2[N:13]=[C:12]3[N:14]([CH2:27][O:28][CH2:29][CH2:30][Si:31]([CH3:34])([CH3:33])[CH3:32])[C:15]([O:17][C@H:18]4[C@H:22]5[O:23][CH2:24][C@@H:25]([OH:26])[C@H:21]5[O:20][CH2:19]4)=[N:16][C:11]3=[CH:10][C:9]=2[Cl:35])=[CH:4][CH:3]=1.[NH:36]1[CH2:41][CH2:40][CH:39]([NH:42][C:43](=[O:50])[O:44][CH:45]2[CH2:49][CH2:48][CH2:47][CH2:46]2)[CH2:38][CH2:37]1, predict the reaction product. The product is: [Cl:35][C:9]1[CH:10]=[C:11]2[N:16]=[C:15]([O:17][C@@H:18]3[CH2:19][O:20][C@@H:21]4[C@H:25]([OH:26])[CH2:24][O:23][C@H:22]34)[N:14]([CH2:27][O:28][CH2:29][CH2:30][Si:31]([CH3:34])([CH3:33])[CH3:32])[C:12]2=[N:13][C:8]=1[C:5]1[CH:6]=[CH:7][C:2]([N:36]2[CH2:37][CH2:38][CH:39]([NH:42][C:43](=[O:50])[O:44][CH:45]3[CH2:49][CH2:48][CH2:47][CH2:46]3)[CH2:40][CH2:41]2)=[CH:3][CH:4]=1. (3) Given the reactants [Br:1][C:2]1[CH:7]=[C:6]([F:8])[C:5](/[CH:9]=[CH:10]/[C:11]([O:13][CH2:14][CH3:15])=[O:12])=[C:4]([F:16])[CH:3]=1.[BH4-].[Na+], predict the reaction product. The product is: [Br:1][C:2]1[CH:3]=[C:4]([F:16])[C:5]([CH2:9][CH2:10][C:11]([O:13][CH2:14][CH3:15])=[O:12])=[C:6]([F:8])[CH:7]=1. (4) Given the reactants Cl[CH2:2][C:3]([NH:5][C@@H:6]1[CH2:11][O:10][C:9]2=[N:12][C:13]([N+:15]([O-:17])=[O:16])=[CH:14][N:8]2[CH2:7]1)=[O:4].[F:18][C:19]1[CH:31]=[C:30]([O:32][C:33]([F:36])([F:35])[F:34])[CH:29]=[CH:28][C:20]=1[O:21][CH:22]1[CH2:27][CH2:26][NH:25][CH2:24][CH2:23]1, predict the reaction product. The product is: [F:18][C:19]1[CH:31]=[C:30]([O:32][C:33]([F:34])([F:36])[F:35])[CH:29]=[CH:28][C:20]=1[O:21][CH:22]1[CH2:23][CH2:24][N:25]([CH2:2][C:3]([NH:5][C@@H:6]2[CH2:11][O:10][C:9]3=[N:12][C:13]([N+:15]([O-:17])=[O:16])=[CH:14][N:8]3[CH2:7]2)=[O:4])[CH2:26][CH2:27]1.